Dataset: Reaction yield outcomes from USPTO patents with 853,638 reactions. Task: Predict the reaction yield, written as a fraction of the theoretical maximum amount of product (1.0 means a 100% yield; for example, 0.34 means a 34% yield). (1) The reactants are BrC1C=CC(O)=C(C2C=[CH:16][C:15]3[C:10](=[CH:11][CH:12]=[C:13]([C:18]4[N:22]([CH:23]5[CH2:28][CH2:27][CH2:26][CH2:25][CH2:24]5)[C:21]5[CH:29]=[CH:30][C:31]([C:33]([OH:35])=[O:34])=[CH:32][C:20]=5[N:19]=4)[CH:14]=3)[N:9]=2)C=1.C(OC(C1C=CC2N(C3CCCCC3)C(C3C=CC(N)=C(C=O)C=3)=NC=2C=1)=O)C.[OH:66][C:67]1[C:72]([N+:73]([O-:75])=[O:74])=[CH:71][C:70]([CH3:76])=[CH:69][C:68]=1[C:77](=O)[CH3:78].[OH-].[K+]. The catalyst is C(O)C. The product is [CH:23]1([N:22]2[C:21]3[CH:29]=[CH:30][C:31]([C:33]([OH:35])=[O:34])=[CH:32][C:20]=3[N:19]=[C:18]2[C:13]2[CH:14]=[C:15]3[C:10](=[CH:11][CH:12]=2)[N:9]=[C:77]([C:68]2[CH:69]=[C:70]([CH3:76])[CH:71]=[C:72]([N+:73]([O-:75])=[O:74])[C:67]=2[OH:66])[CH:78]=[CH:16]3)[CH2:24][CH2:25][CH2:26][CH2:27][CH2:28]1. The yield is 0.310. (2) The reactants are [Cl:1][C:2]1[CH:7]=[CH:6][CH:5]=[CH:4][C:3]=1[CH2:8][C:9](O)=O.[CH3:12][C:13]1[CH:18]=[CH:17][C:16]([NH:19][C:20](=[S:23])[NH:21][NH2:22])=[CH:15][CH:14]=1. No catalyst specified. The product is [Cl:1][C:2]1[CH:7]=[CH:6][CH:5]=[CH:4][C:3]=1[CH2:8][C:9]1[N:19]([C:16]2[CH:17]=[CH:18][C:13]([CH3:12])=[CH:14][CH:15]=2)[C:20](=[S:23])[NH:21][N:22]=1. The yield is 0.720.